From a dataset of Catalyst prediction with 721,799 reactions and 888 catalyst types from USPTO. Predict which catalyst facilitates the given reaction. (1) Reactant: [N+:1]([C:4]1[CH:5]=[C:6]([NH:10][CH:11]2[CH2:14][O:13][CH2:12]2)[CH:7]=[CH:8][CH:9]=1)([O-])=O. Product: [O:13]1[CH2:14][CH:11]([NH:10][C:6]2[CH:7]=[CH:8][CH:9]=[C:4]([NH2:1])[CH:5]=2)[CH2:12]1. The catalyst class is: 19. (2) The catalyst class is: 1. Product: [CH3:8][C:7]1[C:3]([CH2:2][NH:11][CH2:9][CH3:10])=[N:4][O:5][CH:6]=1. Reactant: Br[CH2:2][C:3]1[C:7]([CH3:8])=[CH:6][O:5][N:4]=1.[CH2:9]([NH2:11])[CH3:10]. (3) Reactant: [N:1]12[CH2:8][CH2:7][CH:4]([CH2:5][CH2:6]1)[CH:3]([C:9]([O:11][CH:12]([C:19]1[CH:24]=[CH:23][C:22]([O:25][CH3:26])=[CH:21][CH:20]=1)[C:13]1[CH:18]=[CH:17][CH:16]=[CH:15][CH:14]=1)=[O:10])[CH2:2]2.[Cl:27][CH2:28][C:29]([C:31]1[S:32][CH:33]=[CH:34][CH:35]=1)=[O:30].C(#N)C. Product: [Cl-:27].[CH3:26][O:25][C:22]1[CH:23]=[CH:24][C:19]([CH:12]([C:13]2[CH:18]=[CH:17][CH:16]=[CH:15][CH:14]=2)[O:11][C:9]([CH:3]2[CH:4]3[CH2:5][CH2:6][N+:1]([CH2:28][C:29](=[O:30])[C:31]4[S:32][CH:33]=[CH:34][CH:35]=4)([CH2:8][CH2:7]3)[CH2:2]2)=[O:10])=[CH:20][CH:21]=1. The catalyst class is: 25. (4) Reactant: I[C:2]1[C:3]2[CH2:10][CH2:9][CH2:8][C:4]=2[N:5]([CH3:7])[N:6]=1.C([Mg]Cl)(C)C.[CH2:16]([Sn:20]([CH2:26][CH2:27][CH2:28][CH3:29])([CH2:22][CH2:23][CH2:24][CH3:25])Cl)[CH2:17][CH2:18][CH3:19]. Product: [CH3:7][N:5]1[C:4]2[CH2:8][CH2:9][CH2:10][C:3]=2[C:2]([Sn:20]([CH2:22][CH2:23][CH2:24][CH3:25])([CH2:26][CH2:27][CH2:28][CH3:29])[CH2:16][CH2:17][CH2:18][CH3:19])=[N:6]1. The catalyst class is: 1. (5) Reactant: Cl[C:2]1[CH:7]=[CH:6][N:5]=[C:4]([C:8]([F:11])([F:10])[F:9])[CH:3]=1.Cl.CC1(C)C(C)(C)OB([C:21]2[CH:26]=[CH:25][C:24]([CH2:27][NH2:28])=[CH:23][CH:22]=2)O1.[O-]P([O-])([O-])=O.[K+].[K+].[K+]. Product: [F:9][C:8]([F:11])([F:10])[C:4]1[CH:3]=[C:2]([C:21]2[CH:26]=[CH:25][C:24]([CH2:27][NH2:28])=[CH:23][CH:22]=2)[CH:7]=[CH:6][N:5]=1. The catalyst class is: 70.